This data is from Full USPTO retrosynthesis dataset with 1.9M reactions from patents (1976-2016). The task is: Predict the reactants needed to synthesize the given product. (1) The reactants are: [NH2:1][C@H:2]([CH2:6][CH:7]=[CH2:8])[C:3]([OH:5])=[O:4].[CH3:9]O.Cl. Given the product [NH2:1][C@H:2]([CH2:6][CH:7]=[CH2:8])[C:3]([O:5][CH3:9])=[O:4], predict the reactants needed to synthesize it. (2) Given the product [N+:32]([C:35]1[CH:36]=[CH:37][C:38]([S:41]([N:20]2[CH2:21][CH2:22][N:17]([C:14]3[CH:13]=[CH:12][C:11]([C:5]([OH:10])([C:6]([F:9])([F:8])[F:7])[C:4]([F:3])([F:23])[F:24])=[CH:16][CH:15]=3)[CH2:18][CH2:19]2)(=[O:43])=[O:42])=[CH:39][CH:40]=1)([O-:34])=[O:33], predict the reactants needed to synthesize it. The reactants are: Cl.Cl.[F:3][C:4]([F:24])([F:23])[C:5]([C:11]1[CH:16]=[CH:15][C:14]([N:17]2[CH2:22][CH2:21][NH:20][CH2:19][CH2:18]2)=[CH:13][CH:12]=1)([OH:10])[C:6]([F:9])([F:8])[F:7].C(N(CC)CC)C.[N+:32]([C:35]1[CH:40]=[CH:39][C:38]([S:41](Cl)(=[O:43])=[O:42])=[CH:37][CH:36]=1)([O-:34])=[O:33]. (3) Given the product [O-:4][S:2]([C:5]([F:8])([F:7])[F:6])(=[O:3])=[O:1].[CH3:9][N:10]([CH3:23])[C:11]1[CH:12]=[C:13]2[C:18](=[CH:19][CH:20]=1)[N+:17]([CH3:21])=[C:16](/[CH:22]=[CH:30]/[C:29]1[CH:32]=[CH:33][C:26]([N:25]([CH3:34])[CH3:24])=[CH:27][CH:28]=1)[CH:15]=[CH:14]2, predict the reactants needed to synthesize it. The reactants are: [O-:1][S:2]([C:5]([F:8])([F:7])[F:6])(=[O:4])=[O:3].[CH3:9][N:10]([CH3:23])[C:11]1[CH:12]=[C:13]2[C:18](=[CH:19][CH:20]=1)[N+:17]([CH3:21])=[C:16]([CH3:22])[CH:15]=[CH:14]2.[CH3:24][N:25]([CH3:34])[C:26]1[CH:33]=[CH:32][C:29]([CH:30]=O)=[CH:28][CH:27]=1. (4) Given the product [CH2:1]([O:3][C:4]([C:10]1[CH:11]=[CH:12][C:13]([CH2:14][N:15]([C:30]2[N:31]=[CH:32][C:33]3[C:38]([C:39]=2[CH3:40])=[CH:37][CH:36]=[CH:35][CH:34]=3)[S:16]([C:19]2[CH:29]=[CH:28][C:22]([C:23]([OH:25])=[O:24])=[CH:21][CH:20]=2)(=[O:17])=[O:18])=[CH:41][CH:42]=1)([CH3:9])[C:5]([F:6])([F:7])[F:8])[CH3:2], predict the reactants needed to synthesize it. The reactants are: [CH2:1]([O:3][C:4]([C:10]1[CH:42]=[CH:41][C:13]([CH2:14][N:15]([C:30]2[N:31]=[CH:32][C:33]3[C:38]([C:39]=2[CH3:40])=[CH:37][CH:36]=[CH:35][CH:34]=3)[S:16]([C:19]2[CH:29]=[CH:28][C:22]([C:23]([O:25]CC)=[O:24])=[CH:21][CH:20]=2)(=[O:18])=[O:17])=[CH:12][CH:11]=1)([CH3:9])[C:5]([F:8])([F:7])[F:6])[CH3:2].[OH-].[Na+].Cl. (5) Given the product [Br:1][C:2]1[N:7]=[C:6]([CH2:8][N:13]2[CH2:12][CH2:11][N:10]([C:16]3[CH:17]=[CH:18][C:19]4[N:20]([C:22]([C:25]([F:26])([F:27])[F:28])=[N:23][N:24]=4)[N:21]=3)[CH2:15][CH2:14]2)[CH:5]=[CH:4][CH:3]=1, predict the reactants needed to synthesize it. The reactants are: [Br:1][C:2]1[N:7]=[C:6]([CH:8]=O)[CH:5]=[CH:4][CH:3]=1.[N:10]1([C:16]2[CH:17]=[CH:18][C:19]3[N:20]([C:22]([C:25]([F:28])([F:27])[F:26])=[N:23][N:24]=3)[N:21]=2)[CH2:15][CH2:14][NH:13][CH2:12][CH2:11]1.